From a dataset of Reaction yield outcomes from USPTO patents with 853,638 reactions. Predict the reaction yield, written as a fraction of the theoretical maximum amount of product (1.0 means a 100% yield; for example, 0.34 means a 34% yield). (1) The reactants are Cl[CH2:2][C:3]1[N:4]=[C:5]([NH:8][C:9](=[O:33])[C:10]2[CH:15]=[C:14]([O:16][C:17]3[CH:22]=[CH:21][C:20]([S:23]([CH3:26])(=[O:25])=[O:24])=[CH:19][CH:18]=3)[CH:13]=[C:12]([O:27][C@@H:28]([CH3:32])[CH2:29][O:30][CH3:31])[CH:11]=2)[S:6][CH:7]=1.[CH3:34][O-:35].[Na+]. The catalyst is CO. The product is [CH3:31][O:30][CH2:29][C@@H:28]([O:27][C:12]1[CH:11]=[C:10]([CH:15]=[C:14]([O:16][C:17]2[CH:22]=[CH:21][C:20]([S:23]([CH3:26])(=[O:25])=[O:24])=[CH:19][CH:18]=2)[CH:13]=1)[C:9]([NH:8][C:5]1[S:6][CH:7]=[C:3]([CH2:2][O:35][CH3:34])[N:4]=1)=[O:33])[CH3:32]. The yield is 0.260. (2) The reactants are [N-:1]=[N+]=[N-].[Na+].[Br:5][C:6]1[CH:7]=[C:8]2[C:12](=[CH:13][CH:14]=1)[C:11](=[O:15])[CH2:10][CH2:9]2.CS(O)(=O)=O.[OH-].[Na+]. The catalyst is ClCCl. The product is [Br:5][C:6]1[CH:7]=[C:8]2[C:12](=[CH:13][CH:14]=1)[C:11](=[O:15])[NH:1][CH2:10][CH2:9]2. The yield is 0.600. (3) The reactants are [Br:1][C:2]1[CH:7]=[CH:6][C:5](I)=[CH:4][CH:3]=1.[CH2:9]([N:16]1[CH:20]=[C:19](B2OC(C)(C)C(C)(C)O2)[CH:18]=[N:17]1)[C:10]1[CH:15]=[CH:14][CH:13]=[CH:12][CH:11]=1.C([O-])(=O)C.[K+].C([O-])([O-])=O.[Cs+].[Cs+]. The catalyst is CS(C)=O.C1C=CC(P(C2C=CC=CC=2)[C-]2C=CC=C2)=CC=1.C1C=CC(P(C2C=CC=CC=2)[C-]2C=CC=C2)=CC=1.Cl[Pd]Cl.[Fe+2]. The product is [CH2:9]([N:16]1[CH:20]=[C:19]([C:5]2[CH:6]=[CH:7][C:2]([Br:1])=[CH:3][CH:4]=2)[CH:18]=[N:17]1)[C:10]1[CH:15]=[CH:14][CH:13]=[CH:12][CH:11]=1. The yield is 0.990. (4) The reactants are [OH:1][C@@:2]1([C:9]#[C:10][C:11]2[CH:12]=[C:13]([C:17]3[N:22]=[C:21]([C:23]([O:25]C)=O)[CH:20]=[C:19]([O:27][CH:28]4[CH2:31][O:30][CH2:29]4)[CH:18]=3)[CH:14]=[CH:15][CH:16]=2)[CH2:6][CH2:5][N:4]([CH3:7])[C:3]1=[O:8].[NH3:32]. No catalyst specified. The product is [OH:1][C@@:2]1([C:9]#[C:10][C:11]2[CH:12]=[C:13]([C:17]3[N:22]=[C:21]([C:23]([NH2:32])=[O:25])[CH:20]=[C:19]([O:27][CH:28]4[CH2:31][O:30][CH2:29]4)[CH:18]=3)[CH:14]=[CH:15][CH:16]=2)[CH2:6][CH2:5][N:4]([CH3:7])[C:3]1=[O:8]. The yield is 0.370. (5) The reactants are [CH3:1][N:2]1[CH:6]2[CH2:7][NH:8][CH:4]([CH2:5]2)[CH2:3]1.Cl.Cl.F[C:12]1[CH:17]=[CH:16][C:15]([N+:18]([O-:20])=[O:19])=[CH:14][C:13]=1[CH3:21].C([O-])([O-])=O.[K+].[K+]. The catalyst is CN1C(=O)CCC1. The product is [CH3:1][N:2]1[CH2:3][C@@H:4]2[CH2:5][C@H:6]1[CH2:7][N:8]2[C:12]1[CH:17]=[CH:16][C:15]([N+:18]([O-:20])=[O:19])=[CH:14][C:13]=1[CH3:21]. The yield is 0.790.